From a dataset of Full USPTO retrosynthesis dataset with 1.9M reactions from patents (1976-2016). Predict the reactants needed to synthesize the given product. The reactants are: Cl[C:2]1[C:3]2[N:10]([CH2:11][CH2:12][NH:13][C:14](=[O:20])[O:15][C:16]([CH3:19])([CH3:18])[CH3:17])[CH:9]=[CH:8][C:4]=2[N:5]=[CH:6][N:7]=1.[NH2:21][C:22]1[CH:38]=[CH:37][C:25]([O:26][C:27]2[CH:35]=[CH:34][CH:33]=[C:32]3[C:28]=2[CH2:29][C:30](=[O:36])[NH:31]3)=[C:24]([Cl:39])[CH:23]=1.C(=O)([O-])O.[Na+]. Given the product [Cl:39][C:24]1[CH:23]=[C:22]([NH:21][C:2]2[C:3]3[N:10]([CH2:11][CH2:12][NH:13][C:14](=[O:20])[O:15][C:16]([CH3:19])([CH3:18])[CH3:17])[CH:9]=[CH:8][C:4]=3[N:5]=[CH:6][N:7]=2)[CH:38]=[CH:37][C:25]=1[O:26][C:27]1[CH:35]=[CH:34][CH:33]=[C:32]2[C:28]=1[CH2:29][C:30](=[O:36])[NH:31]2, predict the reactants needed to synthesize it.